From a dataset of Reaction yield outcomes from USPTO patents with 853,638 reactions. Predict the reaction yield, written as a fraction of the theoretical maximum amount of product (1.0 means a 100% yield; for example, 0.34 means a 34% yield). (1) The reactants are [Cl:1][C:2]1[N:10]=[C:9]2[C:5]([N:6]=[CH:7][NH:8]2)=[C:4](Cl)[N:3]=1.Cl.[CH3:13][C@@H:14]1[CH2:19][O:18][CH2:17][CH2:16][NH:15]1.C(N(C(C)C)CC)(C)C. The catalyst is C(O)(C)C.C(Cl)Cl. The product is [Cl:1][C:2]1[N:10]=[C:9]2[C:5]([N:6]=[CH:7][NH:8]2)=[C:4]([N:15]2[CH2:16][CH2:17][O:18][CH2:19][C@H:14]2[CH3:13])[N:3]=1. The yield is 0.910. (2) The reactants are [F:1][C:2]1[CH:3]=[CH:4][C:5]([CH:8]=O)=[N:6][CH:7]=1.Cl.[NH2:11][OH:12].[OH-].[Na+].Cl. The catalyst is C(O)C.O. The product is [F:1][C:2]1[CH:3]=[CH:4][C:5]([CH:8]=[N:11][OH:12])=[N:6][CH:7]=1. The yield is 0.790.